This data is from NCI-60 drug combinations with 297,098 pairs across 59 cell lines. The task is: Regression. Given two drug SMILES strings and cell line genomic features, predict the synergy score measuring deviation from expected non-interaction effect. Drug 1: CC(CN1CC(=O)NC(=O)C1)N2CC(=O)NC(=O)C2. Drug 2: CS(=O)(=O)OCCCCOS(=O)(=O)C. Cell line: M14. Synergy scores: CSS=-0.608, Synergy_ZIP=-0.647, Synergy_Bliss=-0.454, Synergy_Loewe=-10.2, Synergy_HSA=-5.25.